This data is from Catalyst prediction with 721,799 reactions and 888 catalyst types from USPTO. The task is: Predict which catalyst facilitates the given reaction. (1) Reactant: Br[C:2]1[CH:3]=[CH:4][C:5]([C:8]([CH3:11])([CH3:10])[CH3:9])=[N:6][CH:7]=1.C([O:15][B:16](OC(C)C)[O:17]C(C)C)(C)C.C([Li])CCC.CCCCCC. Product: [C:8]([C:5]1[CH:4]=[CH:3][C:2]([B:16]([OH:17])[OH:15])=[CH:7][N:6]=1)([CH3:11])([CH3:10])[CH3:9]. The catalyst class is: 365. (2) Reactant: [CH3:1][C:2]([CH3:32])([CH3:31])[C:3](=[O:30])[CH2:4][O:5][C:6]1[CH:11]=[CH:10][C:9]([C:12]([C:17]2[O:18][C:19]3C=C[C:23]([C:26]([OH:28])=O)=[CH:22][C:20]=3[N:21]=2)([CH2:15][CH3:16])[CH2:13][CH3:14])=[CH:8][C:7]=1[CH3:29].[CH2:33](Cl)[CH2:34]Cl.Cl.[CH3:38][NH:39][CH3:40]. Product: [CH3:38][N:39]([CH3:40])[C:26]([C:23]1[CH:22]=[CH:20][C:19]2[O:18][C:17]([C:12]([C:9]3[CH:10]=[CH:11][C:6]([O:5][CH2:4][C:3](=[O:30])[C:2]([CH3:32])([CH3:1])[CH3:31])=[C:7]([CH3:29])[CH:8]=3)([CH2:15][CH3:16])[CH2:13][CH3:14])=[N:21][C:33]=2[CH:34]=1)=[O:28]. The catalyst class is: 142. (3) Reactant: Cl.C[O:3][C:4](=[O:33])[C@H:5]([CH2:29][CH2:30][S:31][CH3:32])[NH:6][C:7](=[O:28])[C:8]1[CH:13]=[CH:12][C:11]([CH2:14][NH:15][C:16]2[CH:17]=[N:18][CH:19]=[CH:20][CH:21]=2)=[CH:10][C:9]=1[C:22]1[CH:27]=[CH:26][CH:25]=[CH:24][CH:23]=1.O.[OH-].[Li+]. Product: [N:18]1[CH:19]=[CH:20][CH:21]=[C:16]([NH:15][CH2:14][C:11]2[CH:12]=[CH:13][C:8]([C:7]([NH:6][C@H:5]([C:4]([OH:33])=[O:3])[CH2:29][CH2:30][S:31][CH3:32])=[O:28])=[C:9]([C:22]3[CH:23]=[CH:24][CH:25]=[CH:26][CH:27]=3)[CH:10]=2)[CH:17]=1. The catalyst class is: 20. (4) Reactant: [F:1][C:2]([F:9])([F:8])[CH2:3][CH2:4][C:5](O)=[O:6].F[B-](F)(F)F.N1(OC(N(C)C)=[N+](C)C)C2C=CC=CC=2N=N1.C(N(CC)C(C)C)(C)C.[Cl:41][C:42]1[CH:43]=[C:44]([CH:49]2[CH:53]([NH:54][CH3:55])[CH2:52][N:51]([C:56]([CH:58]3[CH2:63][CH2:62][N:61]([C:64]([C:66]4([CH3:69])[CH2:68][CH2:67]4)=[O:65])[CH2:60][CH2:59]3)=[O:57])[CH2:50]2)[CH:45]=[CH:46][C:47]=1[Cl:48]. Product: [Cl:41][C:42]1[CH:43]=[C:44]([CH:49]2[CH2:50][N:51]([C:56]([CH:58]3[CH2:59][CH2:60][N:61]([C:64]([C:66]4([CH3:69])[CH2:67][CH2:68]4)=[O:65])[CH2:62][CH2:63]3)=[O:57])[CH2:52][CH:53]2[N:54]([CH3:55])[C:5](=[O:6])[CH2:4][CH2:3][C:2]([F:9])([F:8])[F:1])[CH:45]=[CH:46][C:47]=1[Cl:48]. The catalyst class is: 514. (5) Reactant: [CH3:1][O:2][C:3]([C:5]1[NH:6][C:7]2[C:8]3[C:12]([CH2:13][CH2:14][C:15]=2[CH:16]=1)=[N:11][N:10]([C:17]([C:30]1[CH:35]=[CH:34][CH:33]=[CH:32][CH:31]=1)([C:24]1[CH:29]=[CH:28][CH:27]=[CH:26][CH:25]=1)[C:18]1[CH:23]=[CH:22][CH:21]=[CH:20][CH:19]=1)[CH:9]=3)=[O:4].[H-].[Na+].[CH3:38]I. Product: [CH3:1][O:2][C:3]([C:5]1[N:6]([CH3:38])[C:7]2[C:8]3[C:12]([CH2:13][CH2:14][C:15]=2[CH:16]=1)=[N:11][N:10]([C:17]([C:30]1[CH:31]=[CH:32][CH:33]=[CH:34][CH:35]=1)([C:18]1[CH:23]=[CH:22][CH:21]=[CH:20][CH:19]=1)[C:24]1[CH:25]=[CH:26][CH:27]=[CH:28][CH:29]=1)[CH:9]=3)=[O:4]. The catalyst class is: 3. (6) Reactant: [CH2:1]=[C:2]1[CH2:5][CH:4]([C:6]([OH:8])=O)[CH2:3]1.Cl.[CH3:10][NH:11][O:12][CH3:13].C(N(CC)CC)C.CCCP(=O)=O. Product: [CH3:13][O:12][N:11]([CH3:10])[C:6]([CH:4]1[CH2:5][C:2](=[CH2:1])[CH2:3]1)=[O:8]. The catalyst class is: 3.